This data is from Reaction yield outcomes from USPTO patents with 853,638 reactions. The task is: Predict the reaction yield, written as a fraction of the theoretical maximum amount of product (1.0 means a 100% yield; for example, 0.34 means a 34% yield). The reactants are [CH3:1][O:2][CH2:3][C@@H:4]1[CH2:8][N:7]([C:9]([O:11][C:12]([CH3:15])([CH3:14])[CH3:13])=[O:10])[C@H:6]([C:16]2[NH:20][C:19]3[C:21]4[C:26]([CH:27]=[CH:28][C:18]=3[N:17]=2)=[CH:25][C:24]2[C:29]3[C:34]([CH2:35][O:36][C:23]=2[CH:22]=4)=[CH:33][C:32](B2OC(C)(C)C(C)(C)O2)=[CH:31][CH:30]=3)[CH2:5]1.Br[C:47]1[NH:51][C:50]([C@@H:52]2[CH2:56][C@H:55]([CH3:57])[CH2:54][N:53]2[C:58](=[O:68])[C@@H:59]([NH:63][C:64](=[O:67])[O:65][CH3:66])[CH:60]([CH3:62])[CH3:61])=[N:49][CH:48]=1.C(=O)([O-])[O-].[K+].[K+]. The catalyst is COCCOC.CN(C)C=O.[Pd].C1(P(C2C=CC=CC=2)C2C=CC=CC=2)C=CC=CC=1.C1(P(C2C=CC=CC=2)C2C=CC=CC=2)C=CC=CC=1.C1(P(C2C=CC=CC=2)C2C=CC=CC=2)C=CC=CC=1.C1(P(C2C=CC=CC=2)C2C=CC=CC=2)C=CC=CC=1.C1C=CC(P(C2C=CC=CC=2)[C-]2C=CC=C2)=CC=1.C1C=CC(P(C2C=CC=CC=2)[C-]2C=CC=C2)=CC=1.Cl[Pd]Cl.[Fe+2]. The product is [CH3:66][O:65][C:64]([NH:63][C@H:59]([C:58]([N:53]1[CH2:54][C@@H:55]([CH3:57])[CH2:56][C@H:52]1[C:50]1[NH:51][C:47]([C:32]2[CH:33]=[C:34]3[CH2:35][O:36][C:23]4[CH:22]=[C:21]5[C:26]([CH:27]=[CH:28][C:18]6[NH:17][C:16]([C@@H:6]7[CH2:5][C@H:4]([CH2:3][O:2][CH3:1])[CH2:8][N:7]7[C:9]([O:11][C:12]([CH3:13])([CH3:14])[CH3:15])=[O:10])=[N:20][C:19]=65)=[CH:25][C:24]=4[C:29]3=[CH:30][CH:31]=2)=[CH:48][N:49]=1)=[O:68])[CH:60]([CH3:62])[CH3:61])=[O:67]. The yield is 0.320.